From a dataset of Reaction yield outcomes from USPTO patents with 853,638 reactions. Predict the reaction yield, written as a fraction of the theoretical maximum amount of product (1.0 means a 100% yield; for example, 0.34 means a 34% yield). (1) The reactants are [Cl:1][C:2]1[CH:3]=[C:4]([C:8]2[S:29][C:11]3[N:12]([CH3:28])[C:13](=[O:27])[N:14]([CH2:17][CH2:18][CH2:19][O:20]C4CCCCO4)[C:15](=[O:16])[C:10]=3[C:9]=2[CH:30]([C:32]2[CH:37]=[CH:36][C:35]([Cl:38])=[CH:34][CH:33]=2)[OH:31])[CH:5]=[CH:6][CH:7]=1. The catalyst is Cl.CO. The product is [Cl:1][C:2]1[CH:3]=[C:4]([C:8]2[S:29][C:11]3[N:12]([CH3:28])[C:13](=[O:27])[N:14]([CH2:17][CH2:18][CH2:19][OH:20])[C:15](=[O:16])[C:10]=3[C:9]=2[CH:30]([C:32]2[CH:37]=[CH:36][C:35]([Cl:38])=[CH:34][CH:33]=2)[OH:31])[CH:5]=[CH:6][CH:7]=1. The yield is 0.468. (2) The product is [NH2:1][C:2]1[N:7]=[C:6]([NH:10][C:11]2[CH:12]=[C:13]3[C:17](=[CH:18][CH:19]=2)[NH:16][CH:15]=[CH:14]3)[CH:5]=[CH:4][N:3]=1. The catalyst is CN(C)C=O. The yield is 0.380. The reactants are [NH2:1][C:2]1[N:7]=[C:6](Cl)[CH:5]=[C:4](Cl)[N:3]=1.[NH2:10][C:11]1[CH:12]=[C:13]2[C:17](=[CH:18][CH:19]=1)[NH:16][CH:15]=[CH:14]2.C(N(C(C)C)CC)(C)C. (3) The reactants are [O:1]1[CH2:6][CH2:5][CH2:4][CH2:3][CH:2]1[O:7][CH:8]1[CH2:12][CH2:11][N:10](C(OCC2C=CC=CC=2)=O)[CH2:9]1. The catalyst is [Pd].CO. The product is [O:1]1[CH2:6][CH2:5][CH2:4][CH2:3][CH:2]1[O:7][CH:8]1[CH2:12][CH2:11][NH:10][CH2:9]1. The yield is 0.670.